This data is from Catalyst prediction with 721,799 reactions and 888 catalyst types from USPTO. The task is: Predict which catalyst facilitates the given reaction. (1) Reactant: [Cl:1][C:2]1[CH:3]=[C:4]([CH:24]=[CH:25][C:26]=1[OH:27])[NH:5][C:6]1[C:15]2[C:10](=[CH:11][CH:12]=[CH:13][C:14]=2[O:16][CH:17]2[CH2:22][CH2:21][N:20]([CH3:23])[CH2:19][CH2:18]2)[N:9]=[CH:8][N:7]=1.C(=O)([O-])[O-].[K+].[K+].Br[CH2:35][C:36]([O:38][CH2:39][CH3:40])=[O:37]. Product: [Cl:1][C:2]1[CH:3]=[C:4]([NH:5][C:6]2[C:15]3[C:10](=[CH:11][CH:12]=[CH:13][C:14]=3[O:16][CH:17]3[CH2:22][CH2:21][N:20]([CH3:23])[CH2:19][CH2:18]3)[N:9]=[CH:8][N:7]=2)[CH:24]=[CH:25][C:26]=1[O:27][CH2:35][C:36]([O:38][CH2:39][CH3:40])=[O:37]. The catalyst class is: 10. (2) Reactant: [CH3:1][O:2][C:3]1[CH:8]=[CH:7][N:6]=[C:5]2[N:9]([CH2:25][O:26][CH2:27][CH2:28][Si:29]([CH3:32])([CH3:31])[CH3:30])[N:10]=[C:11]([C:12]3[CH2:13][CH2:14][N:15]([C:18]([O:20][C:21]([CH3:24])([CH3:23])[CH3:22])=[O:19])[CH2:16][CH:17]=3)[C:4]=12. Product: [CH3:1][O:2][C:3]1[CH:8]=[CH:7][N:6]=[C:5]2[N:9]([CH2:25][O:26][CH2:27][CH2:28][Si:29]([CH3:32])([CH3:31])[CH3:30])[N:10]=[C:11]([CH:12]3[CH2:13][CH2:14][N:15]([C:18]([O:20][C:21]([CH3:24])([CH3:22])[CH3:23])=[O:19])[CH2:16][CH2:17]3)[C:4]=12. The catalyst class is: 99. (3) The catalyst class is: 2. Reactant: [CH3:1][O:2][C:3](=[O:15])[C:4]1[CH:9]=[CH:8][C:7]([CH2:10][S:11](Cl)(=[O:13])=[O:12])=[CH:6][CH:5]=1.[CH3:16][O:17][C:18]1[CH:25]=[C:24]([O:26][CH3:27])[CH:23]=[CH:22][C:19]=1[CH2:20][NH2:21]. Product: [CH3:1][O:2][C:3](=[O:15])[C:4]1[CH:9]=[CH:8][C:7]([CH2:10][S:11](=[O:13])(=[O:12])[NH:21][CH2:20][C:19]2[CH:22]=[CH:23][C:24]([O:26][CH3:27])=[CH:25][C:18]=2[O:17][CH3:16])=[CH:6][CH:5]=1. (4) Reactant: FC(F)(F)S(O[C:7]1[CH2:8][CH2:9][N:10]([C:13]2[CH:18]=[CH:17][CH:16]=[CH:15][CH:14]=2)[CH2:11][CH:12]=1)(=O)=O.CC1(C)C(C)(C)OB([C:29]2[CH:30]=[C:31]3[C:35](=[CH:36][CH:37]=2)[NH:34][C:33](=[O:38])[CH2:32]3)O1.[Li+].[Cl-].C([O-])([O-])=O.[K+].[K+]. Product: [C:13]1([N:10]2[CH2:11][CH:12]=[C:7]([C:29]3[CH:30]=[C:31]4[C:35](=[CH:36][CH:37]=3)[NH:34][C:33](=[O:38])[CH2:32]4)[CH2:8][CH2:9]2)[CH:18]=[CH:17][CH:16]=[CH:15][CH:14]=1. The catalyst class is: 70. (5) The catalyst class is: 7. Reactant: [CH2:1]([N:8]1[C:12]2=[C:13]([N:20]3[CH2:29][CH2:28][C:27]4[C:22](=[CH:23][CH:24]=[CH:25][CH:26]=4)[CH2:21]3)[N:14]=[C:15]([C:17]([OH:19])=[O:18])[CH:16]=[C:11]2[C:10]([CH3:30])=[C:9]1[CH3:31])[C:2]1[CH:7]=[CH:6][CH:5]=[CH:4][CH:3]=1.[H-].[Na+:33]. Product: [Na+:33].[CH2:1]([N:8]1[C:12]2=[C:13]([N:20]3[CH2:29][CH2:28][C:27]4[C:22](=[CH:23][CH:24]=[CH:25][CH:26]=4)[CH2:21]3)[N:14]=[C:15]([C:17]([O-:19])=[O:18])[CH:16]=[C:11]2[C:10]([CH3:30])=[C:9]1[CH3:31])[C:2]1[CH:3]=[CH:4][CH:5]=[CH:6][CH:7]=1. (6) Reactant: [H-].[Li+].[Al+3].[H-].[H-].[H-].[CH3:7][C:8]1[N:9]=[C:10]2[CH:15]=[CH:14][CH:13]=[CH:12][N:11]2[C:16]=1[C:17](OCC)=[O:18].[OH-].[Na+].S([O-])([O-])(=O)=O.[Mg+2]. Product: [CH3:7][C:8]1[N:9]=[C:10]2[CH:15]=[CH:14][CH:13]=[CH:12][N:11]2[C:16]=1[CH2:17][OH:18]. The catalyst class is: 20. (7) Reactant: Cl[C:2]1[C:3]2[CH:10]=[CH:9][NH:8][C:4]=2[N:5]=[CH:6][N:7]=1.[CH:11]1([SH:17])[CH2:16][CH2:15][CH2:14][CH2:13][CH2:12]1.CC(C)([O-])C.[K+].Cl. Product: [CH:11]1([S:17][C:2]2[C:3]3[CH:10]=[CH:9][NH:8][C:4]=3[N:5]=[CH:6][N:7]=2)[CH2:16][CH2:15][CH2:14][CH2:13][CH2:12]1. The catalyst class is: 1. (8) Reactant: [CH3:1][N:2]1[C:6]([C:7]([NH2:9])=O)=[CH:5][C:4]([CH3:10])=[N:3]1.P(Cl)(Cl)(Cl)=O.Cl. Product: [CH3:1][N:2]1[C:6]([C:7]#[N:9])=[CH:5][C:4]([CH3:10])=[N:3]1. The catalyst class is: 17. (9) Reactant: [H-].[Na+].[Cl:3][C:4]1[CH:21]=[CH:20][C:7]([O:8][C:9]2[CH:14]=[CH:13][CH:12]=[CH:11][C:10]=2[CH2:15][C:16]([O:18][CH3:19])=[O:17])=[CH:6][CH:5]=1.[CH:22](OC)=[O:23].Cl. Product: [Cl:3][C:4]1[CH:5]=[CH:6][C:7]([O:8][C:9]2[CH:14]=[CH:13][CH:12]=[CH:11][C:10]=2[C:15](=[CH:22][OH:23])[C:16]([O:18][CH3:19])=[O:17])=[CH:20][CH:21]=1. The catalyst class is: 54. (10) Reactant: C(=O)(OC)[O:2][C:3]1[CH:8]=[C:7]([NH:9][C:10]([CH:12]2[O:17][C:16]3[CH:18]=[CH:19][C:20]([O:22][C:23]([F:26])([F:25])[F:24])=[CH:21][C:15]=3[NH:14][CH2:13]2)=[O:11])[C:6]([C:27]#[C:28][CH2:29]O)=[CH:5][C:4]=1[CH:31]1[CH2:35][CH2:34][CH2:33][CH2:32]1.[CH2:39]([N:41](CC)CC)C.CS(Cl)(=O)=O.S([O-])(=O)(=O)C.CN. Product: [CH:31]1([C:4]2[C:3]([OH:2])=[CH:8][C:7]([NH:9][C:10]([CH:12]3[O:17][C:16]4[CH:18]=[CH:19][C:20]([O:22][C:23]([F:26])([F:24])[F:25])=[CH:21][C:15]=4[NH:14][CH2:13]3)=[O:11])=[C:6]([C:27]#[C:28][CH2:29][NH:41][CH3:39])[CH:5]=2)[CH2:35][CH2:34][CH2:33][CH2:32]1. The catalyst class is: 4.